Dataset: CYP2C9 inhibition data for predicting drug metabolism from PubChem BioAssay. Task: Regression/Classification. Given a drug SMILES string, predict its absorption, distribution, metabolism, or excretion properties. Task type varies by dataset: regression for continuous measurements (e.g., permeability, clearance, half-life) or binary classification for categorical outcomes (e.g., BBB penetration, CYP inhibition). Dataset: cyp2c9_veith. (1) The drug is CCN=C=NCCCN(C)C. The result is 0 (non-inhibitor). (2) The molecule is N[C@@H](CCP(=O)(O)O)C(=O)O. The result is 0 (non-inhibitor). (3) The compound is CS(=O)(=O)N1CCC2(CC1)CN(Cc1cc(C(F)(F)F)cc(C(F)(F)F)c1)C2. The result is 0 (non-inhibitor). (4) The molecule is O=C(O)C1C2CCC(C2)C1C(=O)NCc1ccco1. The result is 0 (non-inhibitor). (5) The drug is Cc1ccc(S(=O)(=O)NC(CC(C)C)C(=O)Oc2ccc3c4c(c(=O)oc3c2)CCC4)cc1. The result is 0 (non-inhibitor). (6) The result is 0 (non-inhibitor). The drug is CCN1CCN(c2nc(-c3ccccn3)nc3ccccc23)CC1. (7) The drug is CN1CCN(c2ncc3nc(-c4cc(F)cc(F)c4)c(=O)n(Cc4cccs4)c3n2)CC1. The result is 0 (non-inhibitor). (8) The drug is c1nc(N2CCOCC2)c2cc(-c3ccoc3)ccc2n1. The result is 0 (non-inhibitor).